From a dataset of Forward reaction prediction with 1.9M reactions from USPTO patents (1976-2016). Predict the product of the given reaction. (1) Given the reactants [C:1]([C:5]1[CH:6]=[C:7]2[C:12](=[C:13]([F:15])[CH:14]=1)[C:11](=[O:16])[N:10]([C:17]1[C:22]([CH2:23][OH:24])=[C:21]([C:25]3[CH:30]=[C:29]([N:31]=C(C4C=CC=CC=4)C4C=CC=CC=4)[C:28](=[O:45])[N:27]([CH3:46])[CH:26]=3)[CH:20]=[CH:19][N:18]=1)[N:9]=[CH:8]2)([CH3:4])([CH3:3])[CH3:2], predict the reaction product. The product is: [NH2:31][C:29]1[C:28](=[O:45])[N:27]([CH3:46])[CH:26]=[C:25]([C:21]2[CH:20]=[CH:19][N:18]=[C:17]([N:10]3[N:9]=[CH:8][C:7]4[C:12](=[C:13]([F:15])[CH:14]=[C:5]([C:1]([CH3:4])([CH3:2])[CH3:3])[CH:6]=4)[C:11]3=[O:16])[C:22]=2[CH2:23][OH:24])[CH:30]=1. (2) Given the reactants [CH3:1][C:2]1[CH:3]=[CH:4][C:5]([S:9][C:10]2[CH:15]=[CH:14][CH:13]=[CH:12][CH:11]=2)=[C:6]([NH2:8])[CH:7]=1.C([C:18]1[C:19]([N:27]=[CH:28][N:29]([CH3:31])C)=[N:20][C:21]([CH2:24][CH2:25][CH3:26])=[CH:22][CH:23]=1)#N, predict the reaction product. The product is: [CH3:1][C:2]1[CH:3]=[CH:4][C:5]([S:9][C:10]2[CH:11]=[CH:12][CH:13]=[CH:14][CH:15]=2)=[C:6]([NH:8][C:31]2[C:18]3[CH:23]=[CH:22][C:21]([CH2:24][CH2:25][CH3:26])=[N:20][C:19]=3[N:27]=[CH:28][N:29]=2)[CH:7]=1.